Dataset: Forward reaction prediction with 1.9M reactions from USPTO patents (1976-2016). Task: Predict the product of the given reaction. Given the reactants [CH3:1][O:2][C:3](=[O:16])[CH:4](P(OC)(OC)=O)[NH:5][C:6]([O:8][CH3:9])=[O:7].CC(C)=O.C(=O)=O.[O:24]1[CH2:29][CH2:28][CH:27]([CH:30]=O)[CH2:26][CH2:25]1, predict the reaction product. The product is: [CH3:1][O:2][C:3](=[O:16])[C:4]([NH:5][C:6]([O:8][CH3:9])=[O:7])=[CH:30][CH:27]1[CH2:28][CH2:29][O:24][CH2:25][CH2:26]1.